From a dataset of Forward reaction prediction with 1.9M reactions from USPTO patents (1976-2016). Predict the product of the given reaction. (1) Given the reactants [S:1]1[CH:5]=[CH:4][CH:3]=[C:2]1[C:6]1[C:7](=[O:13])[NH:8][C:9](=[O:12])[NH:10][CH:11]=1.Br[CH2:15][CH2:16][CH2:17][CH2:18][Cl:19].C(=O)([O-])[O-].[K+].[K+].Cl, predict the reaction product. The product is: [Cl:19][CH2:18][CH2:17][CH2:16][CH2:15][N:10]1[CH:11]=[C:6]([C:2]2[S:1][CH:5]=[CH:4][CH:3]=2)[C:7](=[O:13])[NH:8][C:9]1=[O:12]. (2) The product is: [O:12]=[C:13]1[NH:22][CH:21]([C:23]2[CH:30]=[CH:29][C:26]([C:27]#[N:28])=[CH:25][C:24]=2[S:31]([CH3:32])=[O:6])[C:20]2[C:19](=[O:33])[CH2:18][CH2:17][CH2:16][C:15]=2[N:14]1[C:34]1[CH:39]=[CH:38][CH:37]=[C:36]([C:40]([F:43])([F:42])[F:41])[CH:35]=1. Given the reactants ClC1C=C(C=CC=1)C(OO)=[O:6].[O:12]=[C:13]1[NH:22][CH:21]([C:23]2[CH:30]=[CH:29][C:26]([C:27]#[N:28])=[CH:25][C:24]=2[S:31][CH3:32])[C:20]2[C:19](=[O:33])[CH2:18][CH2:17][CH2:16][C:15]=2[N:14]1[C:34]1[CH:39]=[CH:38][CH:37]=[C:36]([C:40]([F:43])([F:42])[F:41])[CH:35]=1, predict the reaction product. (3) Given the reactants [F:1][C:2]1[C:3]([C:25]2[S:26][CH:27]=[CH:28][CH:29]=2)=[CH:4][C:5]2[C:6]3[N:14]([C:15]4[CH:20]=[CH:19][C:18]([CH2:21][CH2:22][C:23]#[N:24])=[CH:17][CH:16]=4)[CH:13]=[N:12][C:7]=3[CH:8]=[N:9][C:10]=2[CH:11]=1.FC1C=CC2C3N(C4C=CC(CCCN)=CC=4)C(C4SC=CC=4)=NC=3C=NC=2C=1, predict the reaction product. The product is: [F:1][C:2]1[C:3]([C:25]2[S:26][CH:27]=[CH:28][CH:29]=2)=[CH:4][C:5]2[C:6]3[N:14]([C:15]4[CH:16]=[CH:17][C:18]([CH2:21][CH2:22][CH2:23][NH2:24])=[CH:19][CH:20]=4)[CH:13]=[N:12][C:7]=3[CH:8]=[N:9][C:10]=2[CH:11]=1. (4) The product is: [CH3:1][S:2][C:3]1[CH:10]=[CH:9][CH:8]=[CH:7][C:4]=1[CH2:5][OH:6]. Given the reactants [CH3:1][S:2][C:3]1[CH:10]=[CH:9][CH:8]=[CH:7][C:4]=1[CH:5]=[O:6].[BH4-].[Na+], predict the reaction product. (5) Given the reactants [F:1][C:2]1[C:7]2[O:8][CH2:9][CH2:10][O:11][C:6]=2[CH:5]=[C:4]([CH2:12]O)[CH:3]=1.C(N(CC)CC)C.S(Cl)([Cl:23])=O, predict the reaction product. The product is: [Cl:23][CH2:12][C:4]1[CH:3]=[C:2]([F:1])[C:7]2[O:8][CH2:9][CH2:10][O:11][C:6]=2[CH:5]=1.